This data is from Reaction yield outcomes from USPTO patents with 853,638 reactions. The task is: Predict the reaction yield, written as a fraction of the theoretical maximum amount of product (1.0 means a 100% yield; for example, 0.34 means a 34% yield). (1) The reactants are [Cl:1][C:2]1[CH:31]=[CH:30][C:5]([O:6][CH2:7][CH2:8][N:9]2[C:17]3[CH:16]=[CH:15][CH:14]=[CH:13][C:12]=3[C:11]3[CH2:18][CH2:19][N:20](C(OC(C)(C)C)=O)[CH2:21][CH2:22][C:10]2=3)=[CH:4][CH:3]=1.C(C(O)=O)(F)(F)F. The catalyst is C(Cl)Cl. The product is [ClH:1].[CH2:18]1[C:11]2[C:12]3[CH:13]=[CH:14][CH:15]=[CH:16][C:17]=3[N:9]([CH2:8][CH2:7][O:6][C:5]3[CH:4]=[CH:3][C:2]([Cl:1])=[CH:31][CH:30]=3)[C:10]=2[CH2:22][CH2:21][NH:20][CH2:19]1. The yield is 0.940. (2) The reactants are [NH3:1].C[O:3][C:4](=O)[C:5]1[CH:10]=[C:9]([Br:11])[CH:8]=[CH:7][C:6]=1[CH2:12]Br. The catalyst is CO. The product is [Br:11][C:9]1[CH:10]=[C:5]2[C:6]([CH2:12][NH:1][C:4]2=[O:3])=[CH:7][CH:8]=1. The yield is 0.670. (3) The product is [NH2:13][C@H:7]1[CH2:6][C:5]2[C:10](=[CH:11][CH:12]=[C:3]([C:1]#[N:2])[CH:4]=2)[NH:9][CH2:8]1. The reactants are [C:1]([C:3]1[CH:4]=[C:5]2[C:10](=[CH:11][CH:12]=1)[NH:9][CH2:8][C@@H:7]([NH:13]C(=O)[C@@H](O)C1C=CC=CC=1)[CH2:6]2)#[N:2].S(=O)(=O)(O)O. The yield is 0.730. The catalyst is CCO. (4) The reactants are [N:1]1([CH2:7][CH2:8][NH:9][C:10]([C:12]2[NH:13][C:14]([CH:18]=[C:19]3[C:27]4[C:26](Cl)=[N:25][CH:24]=[N:23][C:22]=4[NH:21][C:20]3=[O:29])=[C:15]([CH3:17])[CH:16]=2)=[O:11])[CH2:6][CH2:5][O:4][CH2:3][CH2:2]1.[C:30]([C:32]1[CH:33]=[C:34]([CH:36]=[CH:37][CH:38]=1)[NH2:35])#[CH:31].Cl. No catalyst specified. The product is [N:1]1([CH2:7][CH2:8][NH:9][C:10]([C:12]2[NH:13][C:14]([CH:18]=[C:19]3[C:27]4[C:26]([NH:35][C:34]5[CH:36]=[CH:37][CH:38]=[C:32]([C:30]#[CH:31])[CH:33]=5)=[N:25][CH:24]=[N:23][C:22]=4[NH:21][C:20]3=[O:29])=[C:15]([CH3:17])[CH:16]=2)=[O:11])[CH2:6][CH2:5][O:4][CH2:3][CH2:2]1. The yield is 0.150. (5) The reactants are [F:1][C:2]1[CH:16]=[CH:15][C:5]2[N:6]=[C:7]([NH:9][C@H:10]3[CH2:13][C@H:12]([NH2:14])[CH2:11]3)[S:8][C:4]=2[CH:3]=1.Cl[C:18]1[C:23]([C:24]([CH3:31])([CH3:30])[C:25](OCC)=[O:26])=[CH:22][N:21]=[C:20]([S:32][CH3:33])[N:19]=1.C1(P(C2CCCCC2)C2C(OC)=CC=C(OC)C=2C2C(C(C)C)=CC(C(C)C)=CC=2C(C)C)CCCCC1.CC(C)([O-])C.[Na+]. The catalyst is O1CCOCC1.C1C=CC(/C=C/C(/C=C/C2C=CC=CC=2)=O)=CC=1.C1C=CC(/C=C/C(/C=C/C2C=CC=CC=2)=O)=CC=1.C1C=CC(/C=C/C(/C=C/C2C=CC=CC=2)=O)=CC=1.[Pd].[Pd]. The product is [F:1][C:2]1[CH:16]=[CH:15][C:5]2[N:6]=[C:7]([NH:9][C@H:10]3[CH2:11][C@H:12]([N:14]4[C:22]5[N:21]=[C:20]([S:32][CH3:33])[N:19]=[CH:18][C:23]=5[C:24]([CH3:30])([CH3:31])[C:25]4=[O:26])[CH2:13]3)[S:8][C:4]=2[CH:3]=1. The yield is 0.280. (6) The reactants are [Cl:1][C:2]1[CH:3]=[C:4]([C:9]2[CH:14]=[C:13]([C:15]([F:18])([F:17])[F:16])[N:12]=[C:11]([N:19]3[CH:23]=[C:22](I)[N:21]=[CH:20]3)[N:10]=2)[CH:5]=[CH:6][C:7]=1[Cl:8].[Cl-].[Li+].C([Mg]Cl)(C)C.[CH2:32]([Sn:36](Cl)([CH2:41][CH2:42][CH2:43][CH3:44])[CH2:37][CH2:38][CH2:39][CH3:40])[CH2:33][CH2:34][CH3:35].[Cl-].[NH4+]. The catalyst is C1COCC1. The product is [Cl:1][C:2]1[CH:3]=[C:4]([C:9]2[CH:14]=[C:13]([C:15]([F:18])([F:17])[F:16])[N:12]=[C:11]([N:19]3[CH:23]=[C:22]([Sn:36]([CH2:37][CH2:38][CH2:39][CH3:40])([CH2:41][CH2:42][CH2:43][CH3:44])[CH2:32][CH2:33][CH2:34][CH3:35])[N:21]=[CH:20]3)[N:10]=2)[CH:5]=[CH:6][C:7]=1[Cl:8]. The yield is 0.240. (7) The reactants are [C:1]([C:3]1[CH:8]=[CH:7][C:6]([CH:9]2[CH2:14][CH2:13][N:12]([C:15]([C:17]3[CH:18]=[CH:19][C:20]([CH3:32])=[C:21]([NH:23][C:24]([NH:26][C:27](=O)[CH:28]([CH3:30])[CH3:29])=S)[CH:22]=3)=[O:16])[CH2:11][CH2:10]2)=[CH:5][CH:4]=1)#[N:2].[NH2:33][NH2:34].Cl.C(=O)([O-])[O-].[K+].[K+]. The catalyst is C(O)C. The product is [CH:28]([C:27]1[NH:26][C:24]([NH:23][C:21]2[CH:22]=[C:17]([CH:18]=[CH:19][C:20]=2[CH3:32])[C:15]([N:12]2[CH2:13][CH2:14][CH:9]([C:6]3[CH:7]=[CH:8][C:3]([C:1]#[N:2])=[CH:4][CH:5]=3)[CH2:10][CH2:11]2)=[O:16])=[N:33][N:34]=1)([CH3:30])[CH3:29]. The yield is 0.0600. (8) The reactants are Cl[C:2]1[N:3]([CH2:28][CH2:29][CH3:30])[C:4](=[O:27])[C:5]2[NH:6][C:7]([C:11]3[CH:12]=[N:13][N:14]([CH2:16][C:17]4[CH:22]=[CH:21][CH:20]=[C:19]([C:23]([F:26])([F:25])[F:24])[CH:18]=4)[CH:15]=3)=[N:8][C:9]=2[N:10]=1.[CH2:31]([Mg]Br)[CH3:32]. The catalyst is O1CCOCC1.[Cl-].[Zn+2].[Cl-].C1C=CC([P]([Pd]([P](C2C=CC=CC=2)(C2C=CC=CC=2)C2C=CC=CC=2)([P](C2C=CC=CC=2)(C2C=CC=CC=2)C2C=CC=CC=2)[P](C2C=CC=CC=2)(C2C=CC=CC=2)C2C=CC=CC=2)(C2C=CC=CC=2)C2C=CC=CC=2)=CC=1. The product is [CH2:31]([C:2]1[N:3]([CH2:28][CH2:29][CH3:30])[C:4](=[O:27])[C:5]2[NH:6][C:7]([C:11]3[CH:12]=[N:13][N:14]([CH2:16][C:17]4[CH:22]=[CH:21][CH:20]=[C:19]([C:23]([F:26])([F:25])[F:24])[CH:18]=4)[CH:15]=3)=[N:8][C:9]=2[N:10]=1)[CH3:32]. The yield is 0.100.